Task: Predict the reactants needed to synthesize the given product.. Dataset: Full USPTO retrosynthesis dataset with 1.9M reactions from patents (1976-2016) (1) Given the product [O:44]=[C:35]1[C:36]2[C:41](=[CH:40][CH:39]=[CH:38][CH:37]=2)[C:42](=[O:43])[N:34]1[CH2:33][CH2:32][CH2:31][N:6]1[CH:7]=[C:2]([F:1])[CH:3]=[C:4]([C@H:9]2[CH2:13][CH2:12][CH2:11][N:10]2[C:14]2[CH:19]=[CH:18][N:17]3[N:20]=[CH:21][C:22]([C:23]([O:25][CH2:26][CH3:27])=[O:24])=[C:16]3[N:15]=2)[C:5]1=[O:8], predict the reactants needed to synthesize it. The reactants are: [F:1][C:2]1[CH:3]=[C:4]([C@H:9]2[CH2:13][CH2:12][CH2:11][N:10]2[C:14]2[CH:19]=[CH:18][N:17]3[N:20]=[CH:21][C:22]([C:23]([O:25][CH2:26][CH3:27])=[O:24])=[C:16]3[N:15]=2)[C:5](=[O:8])[NH:6][CH:7]=1.[H-].[Li+].Br[CH2:31][CH2:32][CH2:33][N:34]1[C:42](=[O:43])[C:41]2[C:36](=[CH:37][CH:38]=[CH:39][CH:40]=2)[C:35]1=[O:44]. (2) The reactants are: [Cl:1][C:2]1[CH:3]=[C:4]([C:12](O)=O)[CH:5]=[N:6][C:7]=1[O:8][CH:9]([CH3:11])[CH3:10].[C:15](Cl)(=O)[C:16](Cl)=[O:17].[OH:21][NH:22][C:23](=[NH:50])[C:24]1[C:25]([CH3:49])=[C:26]2[C:31](=[CH:32][CH:33]=1)[CH:30]([CH2:34][CH2:35][CH2:36][C:37](=[O:41])CCC)[N:29]([C:42]([O:44][C:45]([CH3:48])([CH3:47])[CH3:46])=[O:43])[CH2:28][CH2:27]2.C(N(CC)CC)C. Given the product [Cl:1][C:2]1[CH:3]=[C:4]([C:12]2[O:21][N:22]=[C:23]([C:24]3[C:25]([CH3:49])=[C:26]4[C:31](=[CH:32][CH:33]=3)[CH:30]([CH2:34][CH2:35][CH2:36][C:37]([O:17][CH2:16][CH3:15])=[O:41])[N:29]([C:42]([O:44][C:45]([CH3:47])([CH3:48])[CH3:46])=[O:43])[CH2:28][CH2:27]4)[N:50]=2)[CH:5]=[N:6][C:7]=1[O:8][CH:9]([CH3:10])[CH3:11], predict the reactants needed to synthesize it. (3) Given the product [C:27]1([CH:24]([C:18]2[CH:19]=[CH:20][CH:21]=[CH:22][CH:23]=2)[CH2:25][NH:26][C:2]2[C:11]3[C:6](=[CH:7][CH:8]=[CH:9][CH:10]=3)[N:5]=[C:4]([C:12]3[CH:13]=[N:14][CH:15]=[CH:16][CH:17]=3)[N:3]=2)[CH:28]=[CH:29][CH:30]=[CH:31][CH:32]=1, predict the reactants needed to synthesize it. The reactants are: Cl[C:2]1[C:11]2[C:6](=[CH:7][CH:8]=[CH:9][CH:10]=2)[N:5]=[C:4]([C:12]2[CH:13]=[N:14][CH:15]=[CH:16][CH:17]=2)[N:3]=1.[C:18]1([CH:24]([C:27]2[CH:32]=[CH:31][CH:30]=[CH:29][CH:28]=2)[CH2:25][NH2:26])[CH:23]=[CH:22][CH:21]=[CH:20][CH:19]=1.C(N(CC)C(C)C)(C)C.[NH4+].[OH-]. (4) Given the product [CH3:9][C:10]1[CH:15]=[C:14]([CH3:16])[CH:13]=[C:12]([CH3:17])[C:11]=1[S:18]([NH:1][C:2]1[O:6][N:5]=[C:4]([CH3:7])[C:3]=1[Br:8])(=[O:19])=[O:20], predict the reactants needed to synthesize it. The reactants are: [NH2:1][C:2]1[O:6][N:5]=[C:4]([CH3:7])[C:3]=1[Br:8].[CH3:9][C:10]1[CH:15]=[C:14]([CH3:16])[CH:13]=[C:12]([CH3:17])[C:11]=1[S:18](Cl)(=[O:20])=[O:19]. (5) Given the product [CH3:9][CH:7]([O:51][C:49]([O:67][CH:66]([O:30][C:29]([C:25]1[N:26]2[C:27]([C@@H:20]([NH:19][C:17](/[C:16](/[C:14]3[N:15]=[C:11]([NH2:10])[S:12][CH:13]=3)=[N:35]\[O:36][CH3:37])=[O:18])[C@H:21]2[S:22][CH2:23][C:24]=1[CH2:32][O:33][CH3:34])=[O:28])=[O:31])[CH3:65])=[O:50])[CH3:8], predict the reactants needed to synthesize it. The reactants are: C(N([CH:7]([CH3:9])[CH3:8])CC)(C)C.[NH2:10][C:11]1[S:12][CH:13]=[C:14]([C:16](=[N:35][O:36][CH3:37])[C:17]([NH:19][CH:20]2[C:27](=[O:28])[N:26]3[CH:21]2[S:22][CH2:23][C:24]([CH2:32][O:33][CH3:34])=[C:25]3[C:29]([OH:31])=[O:30])=[O:18])[N:15]=1.S1(OSO1)(=O)=O.[Na].C(N(CC(O)=O)CC(O)=O)CN(CC(O)=O)C[C:49]([OH:51])=[O:50].[CH3:65][C:66](N(C)C)=[O:67]. (6) Given the product [NH2:1][C:2]1[C:11]2[C:6](=[CH:7][CH:8]=[CH:9][CH:10]=2)[N:5]=[C:4]([C:12]([NH:34][CH2:33][CH:30]2[CH2:29][CH2:28][N:27]([CH2:26][C:24]3[O:23][N:22]=[C:21]([C:15]4[CH:20]=[CH:19][CH:18]=[CH:17][CH:16]=4)[CH:25]=3)[CH2:32][CH2:31]2)=[O:14])[CH:3]=1, predict the reactants needed to synthesize it. The reactants are: [NH2:1][C:2]1[C:11]2[C:6](=[CH:7][CH:8]=[CH:9][CH:10]=2)[N:5]=[C:4]([C:12]([OH:14])=O)[CH:3]=1.[C:15]1([C:21]2[CH:25]=[C:24]([CH2:26][N:27]3[CH2:32][CH2:31][CH:30]([CH2:33][NH2:34])[CH2:29][CH2:28]3)[O:23][N:22]=2)[CH:20]=[CH:19][CH:18]=[CH:17][CH:16]=1.